From a dataset of Full USPTO retrosynthesis dataset with 1.9M reactions from patents (1976-2016). Predict the reactants needed to synthesize the given product. (1) Given the product [NH2:16][C:17]1[C:25]([Cl:26])=[C:24]([CH2:27][N:28]2[CH2:29][CH2:30][N:31]([C:34]([O:36][C:37]([CH3:39])([CH3:38])[CH3:40])=[O:35])[CH2:32][CH2:33]2)[C:23]([O:41][C:42]([F:44])([F:45])[F:43])=[CH:22][C:18]=1[C:19](=[O:20])[NH:10][CH2:9][C:7]1[CH:8]=[C:3]([Cl:2])[CH:4]=[CH:5][C:6]=1[S:11]([CH2:14][CH3:15])(=[O:13])=[O:12], predict the reactants needed to synthesize it. The reactants are: Cl.[Cl:2][C:3]1[CH:4]=[CH:5][C:6]([S:11]([CH2:14][CH3:15])(=[O:13])=[O:12])=[C:7]([CH2:9][NH2:10])[CH:8]=1.[NH2:16][C:17]1[C:25]([Cl:26])=[C:24]([CH2:27][N:28]2[CH2:33][CH2:32][N:31]([C:34]([O:36][C:37]([CH3:40])([CH3:39])[CH3:38])=[O:35])[CH2:30][CH2:29]2)[C:23]([O:41][C:42]([F:45])([F:44])[F:43])=[CH:22][C:18]=1[C:19](O)=[O:20].NC1C=CC(C(F)(F)F)=CC=1C(NCC1C=C(Br)C=CC=1S(CC)(=O)=O)=O.CN(C(ON1N=NC2C=CC=CC1=2)=[N+](C)C)C.F[P-](F)(F)(F)(F)F. (2) Given the product [Br:1][C:2]1[C:6]2[N:7]=[C:8]([Cl:12])[NH:9][CH2:10][C:5]=2[S:4][CH:3]=1, predict the reactants needed to synthesize it. The reactants are: [Br:1][C:2]1[C:6]2[N:7]=[C:8]([Cl:12])[N:9]=[C:10](Cl)[C:5]=2[S:4][CH:3]=1.[BH4-].[Na+].O. (3) Given the product [C:24]([C:23]1[CH:22]=[CH:21][C:20]([NH:19][C:2]2[C:11]3[C:6](=[CH:7][C:8]([O:14][CH3:15])=[C:9]([O:12][CH3:13])[CH:10]=3)[N:5]=[CH:4][C:3]=2[C:16]([NH2:18])=[O:17])=[C:28]([CH3:30])[CH:27]=1)([OH:26])=[O:25], predict the reactants needed to synthesize it. The reactants are: Cl[C:2]1[C:11]2[C:6](=[CH:7][C:8]([O:14][CH3:15])=[C:9]([O:12][CH3:13])[CH:10]=2)[N:5]=[CH:4][C:3]=1[C:16]([NH2:18])=[O:17].[NH2:19][C:20]1[CH:28]=[CH:27][C:23]([C:24]([OH:26])=[O:25])=[C:22](C)[CH:21]=1.[C:30](O)(=O)C.C([O-])(O)=O.[Na+]. (4) The reactants are: F[C:2]1[CH:7]=[CH:6][C:5]([C:8]2[CH:13]=[CH:12][N+:11]([O-:14])=[CH:10][CH:9]=2)=[CH:4][C:3]=1[C:15]([F:18])([F:17])[F:16].[C:19](=O)([O-])[O-].[Cs+].[Cs+].C([C:28]1[CH:33]=[CH:32][CH:31]=[CH:30][C:29]=1[SH:34])(C)C.[CH3:35][C:36](N(C)C)=O. Given the product [CH:36]([C:4]1[C:3]([C:15]([F:18])([F:17])[F:16])=[C:2]([S:34][C:29]2[CH:30]=[CH:31][CH:32]=[CH:33][CH:28]=2)[CH:7]=[CH:6][C:5]=1[C:8]1[CH:13]=[CH:12][N+:11]([O-:14])=[CH:10][CH:9]=1)([CH3:35])[CH3:19], predict the reactants needed to synthesize it.